From a dataset of Peptide-MHC class I binding affinity with 185,985 pairs from IEDB/IMGT. Regression. Given a peptide amino acid sequence and an MHC pseudo amino acid sequence, predict their binding affinity value. This is MHC class I binding data. The peptide sequence is EPIPYDPKF. The MHC is HLA-B35:01 with pseudo-sequence HLA-B35:01. The binding affinity (normalized) is 0.557.